From a dataset of Reaction yield outcomes from USPTO patents with 853,638 reactions. Predict the reaction yield, written as a fraction of the theoretical maximum amount of product (1.0 means a 100% yield; for example, 0.34 means a 34% yield). (1) The reactants are Br[C:2]1[CH:7]=[CH:6][N:5]=[C:4]([S:8][CH3:9])[N:3]=1.[F:10][C:11]1[CH:16]=[C:15](B(O)O)[CH:14]=[CH:13][N:12]=1.C([O-])([O-])=O.[Na+].[Na+]. The catalyst is O1CCOCC1.O.C1C=CC(P(C2C=CC=CC=2)[C-]2C=CC=C2)=CC=1.C1C=CC(P(C2C=CC=CC=2)[C-]2C=CC=C2)=CC=1.Cl[Pd]Cl.[Fe+2].C(Cl)Cl. The product is [F:10][C:11]1[CH:16]=[C:15]([C:2]2[CH:7]=[CH:6][N:5]=[C:4]([S:8][CH3:9])[N:3]=2)[CH:14]=[CH:13][N:12]=1. The yield is 0.900. (2) The catalyst is O1CCOCC1. The reactants are [CH3:1][O:2][CH2:3][CH2:4][N:5]1[CH2:10][CH2:9][C:8]([S:18]([C:21]2[CH:26]=[CH:25][C:24]([C:27]3[CH:32]=[CH:31][C:30]([O:33][C:34]([F:39])([F:38])[CH:35]([F:37])[F:36])=[CH:29][CH:28]=3)=[CH:23][CH:22]=2)(=[O:20])=[O:19])([C:11]([O:13]C(C)(C)C)=[O:12])[CH2:7][CH2:6]1.[ClH:40]. The yield is 1.00. The product is [ClH:40].[CH3:1][O:2][CH2:3][CH2:4][N:5]1[CH2:10][CH2:9][C:8]([S:18]([C:21]2[CH:22]=[CH:23][C:24]([C:27]3[CH:32]=[CH:31][C:30]([O:33][C:34]([F:39])([F:38])[CH:35]([F:37])[F:36])=[CH:29][CH:28]=3)=[CH:25][CH:26]=2)(=[O:19])=[O:20])([C:11]([OH:13])=[O:12])[CH2:7][CH2:6]1.